Dataset: Forward reaction prediction with 1.9M reactions from USPTO patents (1976-2016). Task: Predict the product of the given reaction. Given the reactants [C:1]([NH:4][C@H:5]([C:28]([NH:30][C@H:31]([C:35]([NH:37][C@H:38]([C:46]([NH:48][C:49]1[CH:54]=[CH:53][C:52]([CH2:55][OH:56])=[CH:51][CH:50]=1)=[O:47])[CH2:39][CH2:40][CH2:41][NH:42][C:43](=[O:45])[NH2:44])=[O:36])[CH:32]([CH3:34])[CH3:33])=[O:29])[CH2:6][CH2:7][CH2:8][CH2:9][NH:10][C:11]([O:13][CH2:14][CH:15]1[C:27]2[CH:26]=[CH:25][CH:24]=[CH:23][C:22]=2[C:21]2[C:16]1=[CH:17][CH:18]=[CH:19][CH:20]=2)=[O:12])(=[O:3])[CH3:2].[N+:57]([C:60]1[CH:65]=[CH:64][C:63]([O:66][C:67](=O)[O:68]C2C=CC([N+]([O-])=O)=CC=2)=[CH:62][CH:61]=1)([O-:59])=[O:58].C(N(CC)C(C)C)(C)C.C(OC)(C)(C)C, predict the reaction product. The product is: [C:1]([NH:4][C@H:5]([C:28]([NH:30][C@H:31]([C:35]([NH:37][C@H:38]([C:46]([NH:48][C:49]1[CH:50]=[CH:51][C:52]([CH2:55][O:56][C:67]([O:66][C:63]2[CH:62]=[CH:61][C:60]([N+:57]([O-:59])=[O:58])=[CH:65][CH:64]=2)=[O:68])=[CH:53][CH:54]=1)=[O:47])[CH2:39][CH2:40][CH2:41][NH:42][C:43](=[O:45])[NH2:44])=[O:36])[CH:32]([CH3:33])[CH3:34])=[O:29])[CH2:6][CH2:7][CH2:8][CH2:9][NH:10][C:11]([O:13][CH2:14][CH:15]1[C:27]2[CH:26]=[CH:25][CH:24]=[CH:23][C:22]=2[C:21]2[C:16]1=[CH:17][CH:18]=[CH:19][CH:20]=2)=[O:12])(=[O:3])[CH3:2].